This data is from Full USPTO retrosynthesis dataset with 1.9M reactions from patents (1976-2016). The task is: Predict the reactants needed to synthesize the given product. Given the product [CH2:36]([O:25][C:7]1[C:8](=[O:24])[C:9]2[C:10](=[O:23])[N:11]([CH2:15][C:16]3[CH:21]=[CH:20][C:19]([F:22])=[CH:18][CH:17]=3)[CH2:12][CH2:13][C:14]=2[N:5]([CH2:1][CH2:2][CH:3]=[CH2:4])[C:6]=1[CH:26]([CH:28]=[CH2:29])[CH3:27])[C:37]1[CH:42]=[CH:41][CH:40]=[CH:39][CH:38]=1, predict the reactants needed to synthesize it. The reactants are: [CH2:1]([N:5]1[C:14]2[CH2:13][CH2:12][N:11]([CH2:15][C:16]3[CH:21]=[CH:20][C:19]([F:22])=[CH:18][CH:17]=3)[C:10](=[O:23])[C:9]=2[C:8](=[O:24])[C:7]([OH:25])=[C:6]1[CH:26]([CH:28]=[CH2:29])[CH3:27])[CH2:2][CH:3]=[CH2:4].C(=O)([O-])[O-].[Cs+].[Cs+].[CH2:36](Br)[C:37]1[CH:42]=[CH:41][CH:40]=[CH:39][CH:38]=1.